From a dataset of Reaction yield outcomes from USPTO patents with 853,638 reactions. Predict the reaction yield, written as a fraction of the theoretical maximum amount of product (1.0 means a 100% yield; for example, 0.34 means a 34% yield). (1) The reactants are Br[C:2]1[CH:14]=[CH:13][C:5]([C:6]([O:8][C:9]([CH3:12])([CH3:11])[CH3:10])=[O:7])=[C:4]([Cl:15])[CH:3]=1.C([O-])([O-])=O.[K+].[K+].[C:22]1(C)C=CC=C[CH:23]=1. The catalyst is C1C=CC([P]([Pd]([P](C2C=CC=CC=2)(C2C=CC=CC=2)C2C=CC=CC=2)([P](C2C=CC=CC=2)(C2C=CC=CC=2)C2C=CC=CC=2)[P](C2C=CC=CC=2)(C2C=CC=CC=2)C2C=CC=CC=2)(C2C=CC=CC=2)C2C=CC=CC=2)=CC=1. The product is [Cl:15][C:4]1[CH:3]=[C:2]([CH:22]=[CH2:23])[CH:14]=[CH:13][C:5]=1[C:6]([O:8][C:9]([CH3:12])([CH3:11])[CH3:10])=[O:7]. The yield is 0.460. (2) The reactants are C1(=O)OCCCCC1.[CH2:9](Br)[C:10]1[CH:15]=[CH:14][CH:13]=[CH:12][CH:11]=1.[OH-].[K+].Cl.[OH:20][CH2:21][CH2:22][CH2:23][CH2:24][CH2:25][C:26]([OH:28])=[O:27].[OH-].[Na+]. The catalyst is C1(C)C=CC=CC=1.CO. The product is [CH2:9]([O:20][CH2:21][CH2:22][CH2:23][CH2:24][CH2:25][C:26]([OH:28])=[O:27])[C:10]1[CH:15]=[CH:14][CH:13]=[CH:12][CH:11]=1. The yield is 0.720. (3) The reactants are [Br:1][C:2]1[CH:3]=[CH:4][C:5]([F:25])=[C:6]([C:8]([C:16]2[CH:21]=[CH:20][CH:19]=[C:18]([F:22])[C:17]=2[C:23]#[N:24])=[N:9]S(C(C)(C)C)=O)[CH:7]=1.Br[C:27]1[CH:32]=[CH:31][N:30]=[C:29]([CH3:33])[CH:28]=1. No catalyst specified. The product is [Br:1][C:2]1[CH:3]=[CH:4][C:5]([F:25])=[C:6]([C:8]2([C:27]3[CH:32]=[CH:31][N:30]=[C:29]([CH3:33])[CH:28]=3)[C:16]3[C:17](=[C:18]([F:22])[CH:19]=[CH:20][CH:21]=3)[C:23]([NH2:24])=[N:9]2)[CH:7]=1. The yield is 0.150. (4) The reactants are [S:1]1[CH:5]=[C:4]([CH:6]([NH:10][C:11]2[CH:16]=[CH:15][CH:14]=[CH:13][CH:12]=2)[C:7]([OH:9])=[O:8])[C:3]2[CH:17]=[CH:18][CH:19]=[CH:20][C:2]1=2.[N:21]12[CH2:28][CH2:27][CH:24]([CH2:25][CH2:26]1)[C@@H:23](O)[CH2:22]2.C1CCC(N=C=NC2CCCCC2)CC1. The catalyst is C1COCC1. The product is [S:1]1[CH:5]=[C:4]([CH:6]([NH:10][C:11]2[CH:16]=[CH:15][CH:14]=[CH:13][CH:12]=2)[C:7]([O:9][C@@H:23]2[CH:24]3[CH2:27][CH2:28][N:21]([CH2:26][CH2:25]3)[CH2:22]2)=[O:8])[C:3]2[CH:17]=[CH:18][CH:19]=[CH:20][C:2]1=2. The yield is 0.440. (5) The reactants are [CH:1]([NH:4][C:5]1[S:6][C:7]2[C:12]([N:13]=1)=[CH:11][CH:10]=[C:9]([CH2:14]O)[N:8]=2)([CH3:3])[CH3:2].O=S(Cl)[Cl:18]. The catalyst is C(Cl)Cl. The product is [ClH:18].[ClH:18].[Cl:18][CH2:14][C:9]1[N:8]=[C:7]2[S:6][C:5]([NH:4][CH:1]([CH3:3])[CH3:2])=[N:13][C:12]2=[CH:11][CH:10]=1. The yield is 0.900. (6) The reactants are [Br:1][C:2]1[CH:7]=[CH:6][C:5]([CH2:8][C:9](N)=[O:10])=[C:4]([F:12])[CH:3]=1.[OH-:13].[Na+]. No catalyst specified. The product is [Br:1][C:2]1[CH:7]=[CH:6][C:5]([CH2:8][C:9]([OH:13])=[O:10])=[C:4]([F:12])[CH:3]=1. The yield is 0.380.